Dataset: Reaction yield outcomes from USPTO patents with 853,638 reactions. Task: Predict the reaction yield, written as a fraction of the theoretical maximum amount of product (1.0 means a 100% yield; for example, 0.34 means a 34% yield). The reactants are [OH:1][CH2:2][CH:3]([N:6]1[C:14](=[O:15])[C:13]2[C:8](=[CH:9][CH:10]=[CH:11][CH:12]=2)[C:7]1=[O:16])[CH2:4][OH:5].[Br:17][CH2:18][CH:19](OCC)OCC. The catalyst is C1(C)C=CC=CC=1. The product is [Br:17][CH2:18][CH:19]1[O:5][CH2:4][CH:3]([N:6]2[C:14](=[O:15])[C:13]3[C:8](=[CH:9][CH:10]=[CH:11][CH:12]=3)[C:7]2=[O:16])[CH2:2][O:1]1. The yield is 0.530.